This data is from Experimentally validated miRNA-target interactions with 360,000+ pairs, plus equal number of negative samples. The task is: Binary Classification. Given a miRNA mature sequence and a target amino acid sequence, predict their likelihood of interaction. (1) Result: 0 (no interaction). The protein sequence of the target gene is MRRMWATQGLAVALALSVLPGSRALRPGDCEVCISYLGRFYQDLKDRDVTFSPATIENELIKFCREARGKENRLCYYIGATDDAATKIINEVSKPLAHHIPVEKICEKLKKKDSQICELKYDKQIDLSTVDLKKLRVKELKKILDDWGETCKGCAEKSDYIRKINELMPKYAPKAASARTDL. The miRNA is hsa-miR-199b-5p with sequence CCCAGUGUUUAGACUAUCUGUUC. (2) The miRNA is hsa-miR-551b-3p with sequence GCGACCCAUACUUGGUUUCAG. The protein sequence of the target gene is MWPQPRLPPRPAMSEETRQSKLAAAKKKLREYQQRNSPGVPTGAKKKKKIKNGSNPETTTSGGCHSPEDTPKDNAATLQPSDDTVLPGGVPSPGASLTSMAASQNHDADNVPNLMDETKTFSSTESLRQLSQQLNGLVCESATCVNGEGPASSANLKDLESRYQQLAVALDSSYVTNKQLNITIEKLKQQNQEITDQLEEEKKECHQKQGALREQLQVHIQTIGILVSEKAELQTALAHTQHAARQKEGESEDLASRLQYSRRRVGELERALSAVSTQQKKADRYNKELTKERDALRLEL.... Result: 0 (no interaction). (3) The miRNA is rno-miR-182 with sequence UUUGGCAAUGGUAGAACUCACACCG. The protein sequence of the target gene is MAAALARLGLRPVKQVRVQFCPFEKNVESTRTFLQTVSSEKVRSTNLNCSVIADVRHDGSEPCVDVLFGDGHRLIMRGAHLTALEMLTAFASHIRARDAAGSGDKPGADTGR. Result: 0 (no interaction). (4) The miRNA is hsa-miR-3158-5p with sequence CCUGCAGAGAGGAAGCCCUUC. The protein sequence of the target gene is MKKEHVLHCQFSAWYPFFRGVTIKSVILPLPQNVKDYLLDDGTLVVSGRDDPPTHSQPDSDDEAEEIQWSDDENTATLTAPEFPEFATKVQEAINSLGGSVFPKLNWSAPRDAYWIAMNSSLKCKTLSDIFLLFKSSDFITRDFTQPFIHCTDDSPDPCIEYELVLRKWCELIPGAEFRCFVKENKLIGISQRDYTQYYDHISKQKEEIRRCIQDFFKKHIQYKFLDEDFVFDIYRDSRGKVWLIDFNPFGEVTDSLLFTWEELISENNLNGDFSEVDAQEQDSPAFRCTNSEVTVQPSP.... Result: 0 (no interaction). (5) The miRNA is mmu-miR-3065-5p with sequence UCAACAAAAUCACUGAUGCUGG. The protein sequence of the target gene is MVQPQTSKAESPALAASPNAQMDDVIDTLTSLRLTNSALRREASTLRAEKANLTNMLESVMAELTLLRTRARIPGALQITPPISSITSNGTRPMTTPPTSLPEPFSGDPGRLAGFLMQMDRFMIFQASRFPGEAERVAFLVSRLTGEAEKWAIPHMQPDSPLRNNYQGFLAELRRTYKSPLRHARRAQIRKTSASNRAVRERQMLCRQLASAGTGPCPVHPASNGTSPAPALPARARNL. Result: 0 (no interaction). (6) The miRNA is hsa-miR-4453 with sequence GAGCUUGGUCUGUAGCGGUU. The protein sequence of the target gene is MQTQHTKVTQTHFLLWILLLCMPFGKSHTEEDFIITTKTGRVRGLSMPVLGGTVTAFLGIPYAQPPLGSLRFKKPQPLNKWPDIHNATQYANSCYQNIDQAFPGFQGSEMWNPNTNLSEDCLYLNVWIPVPKPKNATVMVWIYGGGFQTGTSSLPVYDGKFLARVERVIVVSMNYRVGALGFLAFPGNPDAPGNMGLFDQQLALQWVQRNIAAFGGNPKSITIFGESAGAASVSLHLLCPQSYPLFTRAILESGSSNAPWAVKHPEEARNRTLTLAKFTGCSKENEMEMIKCLRSKDPQE.... Result: 0 (no interaction). (7) The miRNA is mmu-miR-3095-3p with sequence UGGACACUGGAGAGAGAGCUUUU. The protein sequence of the target gene is MATIEEIAHQIIDQQMGEIVTEQQTGQKIQIVTALDHSTQGKQFILANHEGSTPGKVFLTTPDAAGVNQLFFTSPDLSAPHLQLLTEKSPDQGPNKVFDLCVVCGDKASGRHYGAITCEGCKGFFKRSIRKNLVYSCRGSKDCVINKHHRNRCQYCRLQRCIAFGMKQDSVQCERKPIEVSREKSSNCAASTEKIYIRKDLRSPLAATPTFVTDSETARSAGLLDSGMFVNIHPSGIKTEPAMLMAPDKAESCQGDLSTLASVVTSLANLGKAKDLSHCGGDMPVVQSLRNGDTSFGAFH.... Result: 1 (interaction). (8) Result: 1 (interaction). The protein sequence of the target gene is MRALPGLLEARARTPRLLLLQCLLAAARPSSADGSAPDSPFTSPPLREEIMANNFSLESHNISLTEHSSMPVEKNITLERPSNVNLTCQFTTSGDLNAVNVTWKKDGEQLENNYLVSATGSTLYTQYRFTIINSKQMGSYSCFFREEKEQRGTFNFKVPELHGKNKPLISYVGDSTVLTCKCQNCFPLNWTWYSSNGSVKVPVGVQMNKYVINGTYANETKLKITQLLEEDGESYWCRALFQLGESEEHIELVVLSYLVPLKPFLVIVAEVILLVATILLCEKYTQKKKKHSDEGKEFEQ.... The miRNA is hsa-miR-4512 with sequence CAGGGCCUCACUGUAUCGCCCA.